From a dataset of Full USPTO retrosynthesis dataset with 1.9M reactions from patents (1976-2016). Predict the reactants needed to synthesize the given product. Given the product [CH3:23][N:21]([CH3:22])[C:20]([C:18]1[N:17]([CH:25]2[CH2:26][CH2:27][CH2:28][CH2:29]2)[C:15]2[N:16]=[C:11]([NH:10][C:7]3[CH:8]=[CH:9][C:4]([C:3]([N:31]4[CH2:36][CH2:35][CH:34]([OH:37])[CH2:33][CH2:32]4)=[O:30])=[CH:5][N:6]=3)[N:12]=[CH:13][C:14]=2[CH:19]=1)=[O:24], predict the reactants needed to synthesize it. The reactants are: CO[C:3](=[O:30])[C:4]1[CH:9]=[CH:8][C:7]([NH:10][C:11]2[N:12]=[CH:13][C:14]3[CH:19]=[C:18]([C:20](=[O:24])[N:21]([CH3:23])[CH3:22])[N:17]([CH:25]4[CH2:29][CH2:28][CH2:27][CH2:26]4)[C:15]=3[N:16]=2)=[N:6][CH:5]=1.[NH:31]1[CH2:36][CH2:35][CH:34]([OH:37])[CH2:33][CH2:32]1.C([Mg]Cl)(C)C.